Dataset: Forward reaction prediction with 1.9M reactions from USPTO patents (1976-2016). Task: Predict the product of the given reaction. (1) Given the reactants Br[C:2]1[NH:10][C:9]2[C:4](=[N:5][CH:6]=[N:7][C:8]=2[NH2:11])[N:3]=1.[Cl:12][C:13]1[C:21]2[S:20][C:19]([SH:22])=[N:18][C:17]=2[CH:16]=[CH:15][CH:14]=1.CC(C)([O-])C.[K+], predict the reaction product. The product is: [Cl:12][C:13]1[C:21]2[S:20][C:19]([S:22][C:2]3[NH:3][C:4]4[C:9]([N:10]=3)=[C:8]([NH2:11])[N:7]=[CH:6][N:5]=4)=[N:18][C:17]=2[CH:16]=[CH:15][CH:14]=1. (2) Given the reactants [O:1]=[C:2]([CH2:9][CH2:10][CH3:11])[CH2:3][C:4]([O:6][CH2:7][CH3:8])=[O:5].[CH2:12](O)[CH2:13][OH:14].C(OCC)(OCC)OCC, predict the reaction product. The product is: [CH2:9]([C:2]1([CH2:3][C:4]([O:6][CH2:7][CH3:8])=[O:5])[O:14][CH2:13][CH2:12][O:1]1)[CH2:10][CH3:11]. (3) The product is: [F:29][C:30]1[CH:37]=[CH:36][C:33]([CH2:6][N:8]2[CH2:9][CH:10]3[NH:16][CH:14]([CH2:13][O:12][CH2:11]3)[CH2:15]2)=[CH:32][CH:31]=1. Given the reactants C(O[C:6]([N:8]1[CH2:15][CH:14]2[N:16](C(OC(C)(C)C)=O)[CH:10]([CH2:11][O:12][CH2:13]2)[CH2:9]1)=O)(C)(C)C.C([O-])(O)=O.[Na+].[F:29][C:30]1[CH:37]=[CH:36][C:33](CCl)=[CH:32][CH:31]=1, predict the reaction product. (4) Given the reactants [CH3:1][N:2]1[CH2:15][CH2:14][C:5]2[NH:6][C:7]3[CH:8]=[CH:9][C:10]([CH3:13])=[CH:11][C:12]=3[C:4]=2[CH2:3]1.[CH3:16][NH:17][C:18]1[CH:23]=[CH:22][C:21]([CH:24]=[CH2:25])=[CH:20][N:19]=1.[OH-].[K+], predict the reaction product. The product is: [CH3:1][N:2]1[CH2:15][CH2:14][C:5]2[N:6]([CH2:25][CH2:24][C:21]3[CH:22]=[CH:23][C:18]([NH:17][CH3:16])=[N:19][CH:20]=3)[C:7]3[CH:8]=[CH:9][C:10]([CH3:13])=[CH:11][C:12]=3[C:4]=2[CH2:3]1.